This data is from Catalyst prediction with 721,799 reactions and 888 catalyst types from USPTO. The task is: Predict which catalyst facilitates the given reaction. (1) Reactant: [Br:1][C:2]1[C:3]([C:9](=O)[CH2:10][NH:11][C:12](=[O:23])[C:13]2[CH:18]=[CH:17][CH:16]=[CH:15][C:14]=2[C:19]([F:22])([F:21])[F:20])=[N:4][CH:5]=[C:6]([Br:8])[CH:7]=1.Cl.[CH2:26]([O:28][NH2:29])[CH3:27]. Product: [Br:1][C:2]1[C:3]([C:9](=[N:29][O:28][CH2:26][CH3:27])[CH2:10][NH:11][C:12](=[O:23])[C:13]2[CH:18]=[CH:17][CH:16]=[CH:15][C:14]=2[C:19]([F:22])([F:21])[F:20])=[N:4][CH:5]=[C:6]([Br:8])[CH:7]=1. The catalyst class is: 8. (2) Reactant: [CH2:1]([O:8][C:9]1[CH:18]=[C:17]2[C:12]([C:13]([C:23]3[C:24]([CH3:33])=[C:25]4[C:30](=[CH:31][CH:32]=3)[O:29][CH2:28][CH2:27][CH2:26]4)=[C:14]([CH2:21][OH:22])[N:15]([CH3:20])[C:16]2=[O:19])=[CH:11][CH:10]=1)[C:2]1[CH:7]=[CH:6][CH:5]=[CH:4][CH:3]=1. Product: [CH2:1]([O:8][C:9]1[CH:18]=[C:17]2[C:12]([C:13]([C:23]3[C:24]([CH3:33])=[C:25]4[C:30](=[CH:31][CH:32]=3)[O:29][CH2:28][CH2:27][CH2:26]4)=[C:14]([CH:21]=[O:22])[N:15]([CH3:20])[C:16]2=[O:19])=[CH:11][CH:10]=1)[C:2]1[CH:3]=[CH:4][CH:5]=[CH:6][CH:7]=1. The catalyst class is: 327. (3) Reactant: C([O:3][C:4]([C:6]1[C:7](=[O:37])[C:8]2[CH:13]=[N:12][C:11]([NH:14][C:15]3[CH:20]=[CH:19][CH:18]=[C:17]([C:21](=[O:25])[N:22]([CH3:24])[CH3:23])[CH:16]=3)=[N:10][C:9]=2[N:26]([C:28]2[CH:29]=[C:30]3[C:34](=[CH:35][CH:36]=2)[CH2:33][CH2:32][CH2:31]3)[CH:27]=1)=O)C.[CH2:38]([NH2:40])[CH3:39]. Product: [CH2:38]([NH:40][C:4]([C:6]1[C:7](=[O:37])[C:8]2[CH:13]=[N:12][C:11]([NH:14][C:15]3[CH:20]=[CH:19][CH:18]=[C:17]([C:21](=[O:25])[N:22]([CH3:24])[CH3:23])[CH:16]=3)=[N:10][C:9]=2[N:26]([C:28]2[CH:29]=[C:30]3[C:34](=[CH:35][CH:36]=2)[CH2:33][CH2:32][CH2:31]3)[CH:27]=1)=[O:3])[CH3:39]. The catalyst class is: 5. (4) Reactant: C1(P(C2C=CC=CC=2)C2C=CC=CC=2)C=CC=CC=1.[C:20]([Cl:24])(Cl)(Cl)Cl.[CH2:25]([S:27]([C:30]1[CH:35]=[CH:34][C:33](CO)=[CH:32][CH:31]=1)(=[O:29])=[O:28])[CH3:26]. Product: [CH2:25]([S:27]([C:30]1[CH:35]=[CH:34][C:33]([CH2:20][Cl:24])=[CH:32][CH:31]=1)(=[O:28])=[O:29])[CH3:26]. The catalyst class is: 7. (5) Reactant: [CH:1](=O)[CH2:2][CH2:3][CH3:4].CO.[NH2:8][C:9]1[CH:10]=[C:11]([CH:14]=[C:15]([NH:17][C:18]2[N:27]=[C:26]([N:28]3[CH2:32][CH2:31][C@H:30]([NH2:33])[CH2:29]3)[C:25]3[C:20](=[CH:21][CH:22]=[CH:23][CH:24]=3)[N:19]=2)[CH:16]=1)[C:12]#[N:13].C(O[BH-](OC(=O)C)OC(=O)C)(=O)C.[Na+]. Product: [NH2:8][C:9]1[CH:10]=[C:11]([CH:14]=[C:15]([NH:17][C:18]2[N:27]=[C:26]([N:28]3[CH2:32][CH2:31][C@H:30]([NH:33][CH2:1][CH2:2][CH2:3][CH3:4])[CH2:29]3)[C:25]3[C:20](=[CH:21][CH:22]=[CH:23][CH:24]=3)[N:19]=2)[CH:16]=1)[C:12]#[N:13]. The catalyst class is: 6.